This data is from NCI-60 drug combinations with 297,098 pairs across 59 cell lines. The task is: Regression. Given two drug SMILES strings and cell line genomic features, predict the synergy score measuring deviation from expected non-interaction effect. (1) Drug 1: COC1=C2C(=CC3=C1OC=C3)C=CC(=O)O2. Drug 2: CC12CCC3C(C1CCC2OP(=O)(O)O)CCC4=C3C=CC(=C4)OC(=O)N(CCCl)CCCl.[Na+]. Cell line: HCT-15. Synergy scores: CSS=5.05, Synergy_ZIP=-4.43, Synergy_Bliss=-1.30, Synergy_Loewe=-5.68, Synergy_HSA=-4.90. (2) Drug 1: C1CCC(CC1)NC(=O)N(CCCl)N=O. Drug 2: C1=CC=C(C(=C1)C(C2=CC=C(C=C2)Cl)C(Cl)Cl)Cl. Cell line: IGROV1. Synergy scores: CSS=28.3, Synergy_ZIP=-0.241, Synergy_Bliss=4.39, Synergy_Loewe=-0.642, Synergy_HSA=4.29. (3) Cell line: M14. Drug 2: CC1CCC2CC(C(=CC=CC=CC(CC(C(=O)C(C(C(=CC(C(=O)CC(OC(=O)C3CCCCN3C(=O)C(=O)C1(O2)O)C(C)CC4CCC(C(C4)OC)O)C)C)O)OC)C)C)C)OC. Synergy scores: CSS=16.2, Synergy_ZIP=2.88, Synergy_Bliss=0.774, Synergy_Loewe=-61.7, Synergy_HSA=1.14. Drug 1: C1CN1P(=S)(N2CC2)N3CC3. (4) Drug 1: C1=CC(=CC=C1CCC2=CNC3=C2C(=O)NC(=N3)N)C(=O)NC(CCC(=O)O)C(=O)O. Drug 2: C1C(C(OC1N2C=NC3=C2NC=NCC3O)CO)O. Cell line: KM12. Synergy scores: CSS=17.2, Synergy_ZIP=0.563, Synergy_Bliss=1.92, Synergy_Loewe=-2.73, Synergy_HSA=2.42. (5) Drug 1: C(CC(=O)O)C(=O)CN.Cl. Drug 2: C1CNP(=O)(OC1)N(CCCl)CCCl. Cell line: PC-3. Synergy scores: CSS=15.8, Synergy_ZIP=-1.84, Synergy_Bliss=-0.223, Synergy_Loewe=-9.16, Synergy_HSA=-2.59. (6) Drug 1: C1C(C(OC1N2C=NC(=NC2=O)N)CO)O. Drug 2: C(CCl)NC(=O)N(CCCl)N=O. Cell line: HCT-15. Synergy scores: CSS=9.76, Synergy_ZIP=-3.66, Synergy_Bliss=-5.40, Synergy_Loewe=4.79, Synergy_HSA=-3.12. (7) Drug 1: CS(=O)(=O)C1=CC(=C(C=C1)C(=O)NC2=CC(=C(C=C2)Cl)C3=CC=CC=N3)Cl. Drug 2: CCCS(=O)(=O)NC1=C(C(=C(C=C1)F)C(=O)C2=CNC3=C2C=C(C=N3)C4=CC=C(C=C4)Cl)F. Cell line: UACC62. Synergy scores: CSS=46.6, Synergy_ZIP=10.1, Synergy_Bliss=10.5, Synergy_Loewe=-9.50, Synergy_HSA=10.1. (8) Drug 1: C1CC(=O)NC(=O)C1N2CC3=C(C2=O)C=CC=C3N. Drug 2: CC1CCC2CC(C(=CC=CC=CC(CC(C(=O)C(C(C(=CC(C(=O)CC(OC(=O)C3CCCCN3C(=O)C(=O)C1(O2)O)C(C)CC4CCC(C(C4)OC)OCCO)C)C)O)OC)C)C)C)OC. Cell line: OVCAR3. Synergy scores: CSS=13.3, Synergy_ZIP=-0.535, Synergy_Bliss=-0.480, Synergy_Loewe=-2.77, Synergy_HSA=0.568.